Dataset: Forward reaction prediction with 1.9M reactions from USPTO patents (1976-2016). Task: Predict the product of the given reaction. (1) Given the reactants Br[C:2]1[CH:7]=[CH:6][C:5]([N:8]2[C:12]3[CH:13]=[CH:14][CH:15]=[CH:16][C:11]=3[N:10]=[CH:9]2)=[CH:4][CH:3]=1.[B:17]1([B:17]2[O:21][C:20]([CH3:23])([CH3:22])[C:19]([CH3:25])([CH3:24])[O:18]2)[O:21][C:20]([CH3:23])([CH3:22])[C:19]([CH3:25])([CH3:24])[O:18]1.C(=O)([O-])[O-].[K+].[K+], predict the reaction product. The product is: [CH3:24][C:19]1([CH3:25])[C:20]([CH3:23])([CH3:22])[O:21][B:17]([C:2]2[CH:7]=[CH:6][C:5]([N:8]3[C:12]4[CH:13]=[CH:14][CH:15]=[CH:16][C:11]=4[N:10]=[CH:9]3)=[CH:4][CH:3]=2)[O:18]1. (2) Given the reactants [C:1]([C:4]1[NH:5][CH:6]=[CH:7][CH:8]=1)(=[O:3])[CH3:2].[CH3:9][O:10][C:11]1[CH:16]=[CH:15][C:14]([C:17]2[N:18]=[C:19]3[N:23]([C:24]=2[CH:25]=O)[CH:22]=[CH:21][S:20]3)=[CH:13][CH:12]=1.[OH-].[Na+], predict the reaction product. The product is: [CH3:9][O:10][C:11]1[CH:16]=[CH:15][C:14]([C:17]2[N:18]=[C:19]3[N:23]([C:24]=2/[CH:25]=[CH:2]/[C:1]([C:4]2[NH:5][CH:6]=[CH:7][CH:8]=2)=[O:3])[CH:22]=[CH:21][S:20]3)=[CH:13][CH:12]=1. (3) Given the reactants OC1C=CC=CC=1C1N=C([N:18]2[CH2:23][CH2:22][CH2:21][C@H:20]([CH2:24][NH:25][C:26](=[O:35])[O:27][CH2:28][C:29]3[CH:34]=[CH:33][CH:32]=[CH:31][CH:30]=3)[CH2:19]2)C2C(=CC(C)=CC=2)N=1.[ClH:37].O1CCOCC1, predict the reaction product. The product is: [ClH:37].[NH:18]1[CH2:23][CH2:22][CH2:21][C@H:20]([CH2:24][NH:25][C:26](=[O:35])[O:27][CH2:28][C:29]2[CH:34]=[CH:33][CH:32]=[CH:31][CH:30]=2)[CH2:19]1. (4) The product is: [ClH:1].[ClH:1].[NH2:28][C@H:29]1[CH2:34][CH2:33][C@H:32]([NH:35][C:2]2[N:10]=[C:9]3[C:5]([N:6]=[CH:7][N:8]3[CH:11]([CH2:14][CH3:15])[CH2:12][CH3:13])=[C:4]([NH:16][C:17]3[CH:18]=[CH:19][C:20]([O:23][C:24]([F:26])([F:27])[F:25])=[CH:21][CH:22]=3)[N:3]=2)[CH2:31][CH2:30]1. Given the reactants [Cl:1][C:2]1[N:10]=[C:9]2[C:5]([N:6]=[CH:7][N:8]2[CH:11]([CH2:14][CH3:15])[CH2:12][CH3:13])=[C:4]([NH:16][C:17]2[CH:22]=[CH:21][C:20]([O:23][C:24]([F:27])([F:26])[F:25])=[CH:19][CH:18]=2)[N:3]=1.[NH2:28][C@H:29]1[CH2:34][CH2:33][C@H:32]([NH2:35])[CH2:31][CH2:30]1, predict the reaction product. (5) The product is: [Cl:1][C:2]1[CH:3]=[CH:4][C:5](/[CH:6]=[CH:7]/[C@@H:8]2[CH:13]([NH:14][C:23](=[O:24])[O:25][C:26]([CH3:28])([CH3:29])[CH3:27])[CH2:12][CH2:11][C:10]([CH3:31])([CH3:30])[O:9]2)=[CH:32][CH:33]=1. Given the reactants [Cl:1][C:2]1[CH:33]=[CH:32][C:5](/[CH:6]=[CH:7]/[C@@H:8]2[CH:13]([N:14]([C:23]([O:25][C:26]([CH3:29])([CH3:28])[CH3:27])=[O:24])NC(OC(C)(C)C)=O)[CH2:12][CH2:11][C:10]([CH3:31])([CH3:30])[O:9]2)=[CH:4][CH:3]=1.C([O-])([O-])=O.[Cs+].[Cs+].BrCC(OC)=O, predict the reaction product. (6) Given the reactants NC1N=C(NC2O[C@H](CO)[C@@H](O)[C@H]2[OH:11])N=C(P(O)(OO)=O)C=1N.N[C:25]1[N:30]=[C:29]([NH:31][CH:32]2[O:38][C@H:37]([CH2:39][O:40][P:41]([OH:44])([OH:43])=[O:42])[C@@H:35]([OH:36])[C@H:33]2[OH:34])[C:28]([NH2:45])=[C:27]([OH:46])[N:26]=1, predict the reaction product. The product is: [NH2:45][C:28]1[C:27](=[O:46])[NH:26][C:25](=[O:11])[NH:30][C:29]=1[NH:31][CH:32]1[O:38][C@H:37]([CH2:39][O:40][P:41]([OH:44])([OH:43])=[O:42])[C@@H:35]([OH:36])[C@H:33]1[OH:34].